This data is from Forward reaction prediction with 1.9M reactions from USPTO patents (1976-2016). The task is: Predict the product of the given reaction. Given the reactants [Cl:1][C:2]1[CH:8]=[C:7]([Cl:9])[CH:6]=[CH:5][C:3]=1[NH2:4].I[CH2:11][C:12](=[O:14])[CH3:13].C(=O)([O-])[O-].[K+].[K+].O, predict the reaction product. The product is: [Cl:1][C:2]1[CH:8]=[C:7]([Cl:9])[CH:6]=[CH:5][C:3]=1[NH:4][CH2:11][C:12](=[O:14])[CH3:13].